From a dataset of Peptide-MHC class II binding affinity with 134,281 pairs from IEDB. Regression. Given a peptide amino acid sequence and an MHC pseudo amino acid sequence, predict their binding affinity value. This is MHC class II binding data. (1) The peptide sequence is YDKFLANVSTVMTGK. The MHC is DRB1_1602 with pseudo-sequence DRB1_1602. The binding affinity (normalized) is 0.917. (2) The peptide sequence is PSWASVKEDLVAYGG. The MHC is HLA-DQA10102-DQB10501 with pseudo-sequence HLA-DQA10102-DQB10501. The binding affinity (normalized) is 0.345. (3) The peptide sequence is VVAINPESDQPDLS. The MHC is DRB1_0301 with pseudo-sequence DRB1_0301. The binding affinity (normalized) is 0. (4) The peptide sequence is SGVAATESAYLAYRN. The MHC is HLA-DQA10104-DQB10503 with pseudo-sequence HLA-DQA10104-DQB10503. The binding affinity (normalized) is 0.210. (5) The peptide sequence is TVFGSAFQGLFGGLNKK. The MHC is HLA-DQA10501-DQB10302 with pseudo-sequence HLA-DQA10501-DQB10302. The binding affinity (normalized) is 0.440. (6) The peptide sequence is PEAKYDAYVATLTEA. The MHC is HLA-DQA10301-DQB10302 with pseudo-sequence HLA-DQA10301-DQB10302. The binding affinity (normalized) is 0.605.